This data is from Forward reaction prediction with 1.9M reactions from USPTO patents (1976-2016). The task is: Predict the product of the given reaction. (1) Given the reactants [Cl:1][C:2]1[CH:19]=[CH:18][C:5]([O:6][CH:7]2[CH2:12][C:11]([CH3:14])([CH3:13])[N:10](C)[C:9]([CH3:17])([CH3:16])[CH2:8]2)=[CH:4][C:3]=1[C:20]([F:23])([F:22])[F:21].CCOC(/N=N/C(OCC)=O)=O.Cl, predict the reaction product. The product is: [ClH:1].[Cl:1][C:2]1[CH:19]=[CH:18][C:5]([O:6][CH:7]2[CH2:12][C:11]([CH3:13])([CH3:14])[NH:10][C:9]([CH3:17])([CH3:16])[CH2:8]2)=[CH:4][C:3]=1[C:20]([F:23])([F:21])[F:22]. (2) Given the reactants FC(F)(F)C(O)=O.C(Cl)Cl.C(OC(=O)[NH:17][C@H:18]([C:39]1[CH:44]=[C:43]([F:45])[C:42]([F:46])=[C:41]([F:47])[CH:40]=1)[C@H:19]([O:21][Si:22]([C:35]([CH3:38])([CH3:37])[CH3:36])([C:29]1[CH:34]=[CH:33][CH:32]=[CH:31][CH:30]=1)[C:23]1[CH:28]=[CH:27][CH:26]=[CH:25][CH:24]=1)[CH3:20])(C)(C)C.C(=O)([O-])O.[Na+], predict the reaction product. The product is: [Si:22]([O:21][C@H:19]([CH3:20])[C@H:18]([NH2:17])[C:39]1[CH:44]=[C:43]([F:45])[C:42]([F:46])=[C:41]([F:47])[CH:40]=1)([C:35]([CH3:36])([CH3:37])[CH3:38])([C:29]1[CH:34]=[CH:33][CH:32]=[CH:31][CH:30]=1)[C:23]1[CH:24]=[CH:25][CH:26]=[CH:27][CH:28]=1. (3) Given the reactants Cl[C:2]1[CH:3]=[CH:4][C:5]2[N:6]([C:8]([CH2:11][O:12][C:13]3[C:14]4[O:22][CH:21]=[CH:20][C:15]=4[CH:16]=[N:17][C:18]=3[NH2:19])=[N:9][N:10]=2)[N:7]=1.[C:23]1(B(O)O)[CH:28]=[CH:27][CH:26]=[CH:25][CH:24]=1.[C:32](=O)([O-])[O-].[K+].[K+].O1CCOCC1, predict the reaction product. The product is: [C:23]1([C:2]2[CH:3]=[CH:4][C:5]3[N:6]([C:8]([C@H:11]([O:12][C:13]4[C:14]5[O:22][CH:21]=[CH:20][C:15]=5[CH:16]=[N:17][C:18]=4[NH2:19])[CH3:32])=[N:9][N:10]=3)[N:7]=2)[CH:28]=[CH:27][CH:26]=[CH:25][CH:24]=1. (4) Given the reactants Br[C:2]1[C:10]2[O:9][CH:8]([CH2:11][O:12][S:13]([C:16]3[CH:21]=[CH:20][C:19]([CH3:22])=[CH:18][CH:17]=3)(=[O:15])=[O:14])[O:7][C:6]=2[CH:5]=[C:4]([Cl:23])[CH:3]=1.[CH3:24][C:25]1[CH:30]=[CH:29][CH:28]=[CH:27][C:26]=1B(O)O, predict the reaction product. The product is: [CH3:24][C:25]1[CH:30]=[CH:29][CH:28]=[CH:27][C:26]=1[C:2]1[C:10]2[O:9][CH:8]([CH2:11][O:12][S:13]([C:16]3[CH:17]=[CH:18][C:19]([CH3:22])=[CH:20][CH:21]=3)(=[O:14])=[O:15])[O:7][C:6]=2[CH:5]=[C:4]([Cl:23])[CH:3]=1. (5) The product is: [F:1][C:2]1[CH:10]=[C:9]2[C:5]([C:6]([C:22]#[N:21])=[C:7]([C:11]3[CH:12]=[N:13][CH:14]=[CH:15][CH:16]=3)[NH:8]2)=[CH:4][CH:3]=1. Given the reactants [F:1][C:2]1[CH:10]=[C:9]2[C:5]([CH:6]=[C:7]([C:11]3[CH:12]=[N:13][CH:14]=[CH:15][CH:16]=3)[NH:8]2)=[CH:4][CH:3]=1.ClS([N:21]=[C:22]=O)(=O)=O.CN(C=O)C, predict the reaction product. (6) Given the reactants [CH3:1][O:2][C:3]1[CH:4]=[C:5]2[C:10](=[CH:11][C:12]=1[O:13][CH3:14])[N:9]=[CH:8][CH:7]=[C:6]2[O:15][C:16]1[CH:22]=[CH:21][C:19]([NH2:20])=[C:18]([F:23])[CH:17]=1.ClC(Cl)(O[C:28](=[O:34])OC(Cl)(Cl)Cl)Cl.[F:36][C:37]1[CH:44]=[C:43]([F:45])[CH:42]=[CH:41][C:38]=1[CH2:39][NH2:40].C(=O)([O-])O.[Na+], predict the reaction product. The product is: [F:36][C:37]1[CH:44]=[C:43]([F:45])[CH:42]=[CH:41][C:38]=1[CH2:39][NH:40][C:28]([NH:20][C:19]1[CH:21]=[CH:22][C:16]([O:15][C:6]2[C:5]3[C:10](=[CH:11][C:12]([O:13][CH3:14])=[C:3]([O:2][CH3:1])[CH:4]=3)[N:9]=[CH:8][CH:7]=2)=[CH:17][C:18]=1[F:23])=[O:34]. (7) The product is: [C:1]([O:5][C:6](=[O:22])[NH:7][CH2:8][CH2:9][N:10]1[CH:15]=[CH:14][NH:13][C:11]1=[O:12])([CH3:2])([CH3:3])[CH3:4]. Given the reactants [C:1]([O:5][C:6](=[O:22])[NH:7][CH2:8][CH2:9][NH:10][C:11]([NH:13][CH2:14][CH:15](OCC)OCC)=[O:12])([CH3:4])([CH3:3])[CH3:2].Cl.[OH-].[K+], predict the reaction product. (8) Given the reactants [Br:1]Br.[Cl:3][C:4]1[CH:5]=[C:6]([C:11](=[O:14])[CH2:12][CH3:13])[CH:7]=[CH:8][C:9]=1[Cl:10], predict the reaction product. The product is: [Br:1][CH:12]([CH3:13])[C:11]([C:6]1[CH:7]=[CH:8][C:9]([Cl:10])=[C:4]([Cl:3])[CH:5]=1)=[O:14]. (9) Given the reactants [C:1]([C:3]1[CH:11]=[CH:10][C:6]([C:7]([NH2:9])=[O:8])=[CH:5][CH:4]=1)#[N:2].C(O[CH:15](OCC)[N:16]([CH3:18])[CH3:17])C, predict the reaction product. The product is: [C:1]([C:3]1[CH:11]=[CH:10][C:6]([C:7](/[N:9]=[CH:15]/[N:16]([CH3:18])[CH3:17])=[O:8])=[CH:5][CH:4]=1)#[N:2]. (10) Given the reactants C([O-])([O-])=O.[K+].[K+].[CH3:7][O:8][C:9](=[O:17])[C:10]1[CH:15]=[CH:14][C:13]([OH:16])=[CH:12][CH:11]=1.Br[CH2:19][CH2:20][CH2:21][CH2:22][CH2:23][CH2:24][CH2:25][CH2:26][CH2:27][CH2:28][CH2:29][CH3:30].C(Cl)Cl, predict the reaction product. The product is: [CH2:30]([O:16][C:13]1[CH:14]=[CH:15][C:10]([C:9]([O:8][CH3:7])=[O:17])=[CH:11][CH:12]=1)[CH2:29][CH2:28][CH2:27][CH2:26][CH2:25][CH2:24][CH2:23][CH2:22][CH2:21][CH2:20][CH3:19].